This data is from NCI-60 drug combinations with 297,098 pairs across 59 cell lines. The task is: Regression. Given two drug SMILES strings and cell line genomic features, predict the synergy score measuring deviation from expected non-interaction effect. Drug 2: C1CNP(=O)(OC1)N(CCCl)CCCl. Drug 1: COC1=C(C=C2C(=C1)N=CN=C2NC3=CC(=C(C=C3)F)Cl)OCCCN4CCOCC4. Cell line: MOLT-4. Synergy scores: CSS=18.3, Synergy_ZIP=-3.79, Synergy_Bliss=-6.54, Synergy_Loewe=-24.4, Synergy_HSA=-7.56.